Dataset: Reaction yield outcomes from USPTO patents with 853,638 reactions. Task: Predict the reaction yield, written as a fraction of the theoretical maximum amount of product (1.0 means a 100% yield; for example, 0.34 means a 34% yield). (1) The reactants are C(OC([NH:8][C@H:9]([C:14](O)=[O:15])[CH2:10][CH:11]([CH3:13])[CH3:12])=O)(C)(C)C.[F:17][C:18]([F:31])([F:30])[C:19]1[CH:20]=[C:21]([CH:23]=[C:24]([C:26]([F:29])([F:28])[F:27])[CH:25]=1)[NH2:22]. No catalyst specified. The product is [NH2:8][C@@H:9]([CH2:10][CH:11]([CH3:13])[CH3:12])[C:14]([NH:22][C:21]1[CH:20]=[C:19]([C:18]([F:30])([F:31])[F:17])[CH:25]=[C:24]([C:26]([F:27])([F:28])[F:29])[CH:23]=1)=[O:15]. The yield is 0.252. (2) The reactants are [Br:1][C:2]1[CH:29]=[CH:28][C:5]([O:6][C:7]2[C:16]3[C:11](=[CH:12][C:13]([O:19][CH2:20][CH2:21][CH2:22][NH:23][S:24]([CH3:27])(=[O:26])=[O:25])=[C:14]([O:17][CH3:18])[CH:15]=3)[N:10]=[CH:9][N:8]=2)=[C:4]([F:30])[CH:3]=1.[H-].[Na+].[CH3:33]I. The catalyst is CN(C=O)C. The product is [Br:1][C:2]1[CH:29]=[CH:28][C:5]([O:6][C:7]2[C:16]3[C:11](=[CH:12][C:13]([O:19][CH2:20][CH2:21][CH2:22][N:23]([CH3:33])[S:24]([CH3:27])(=[O:26])=[O:25])=[C:14]([O:17][CH3:18])[CH:15]=3)[N:10]=[CH:9][N:8]=2)=[C:4]([F:30])[CH:3]=1. The yield is 0.830. (3) The reactants are [CH:1](=O)[C:2]1[CH:7]=[CH:6][CH:5]=[CH:4][CH:3]=1.[F:9][C:10]1[CH:18]=[C:17]2[C:13]([CH2:14][O:15][C:16]2=[O:19])=[C:12](/[N:20]=[CH:21]/[C:22]2[N:23]([CH3:27])[CH:24]=[CH:25][N:26]=2)[CH:11]=1.[O-:28][CH2:29][CH3:30].[Na+].C(O)C. The catalyst is C(OCC)(=O)CC. The product is [F:9][C:10]1[CH:18]=[C:17]([C:16]([O:15][CH2:14][CH3:13])=[O:19])[C:30]2[C:29](=[O:28])[CH:1]([C:2]3[CH:7]=[CH:6][CH:5]=[CH:4][CH:3]=3)[CH:21]([C:22]3[N:23]([CH3:27])[CH:24]=[CH:25][N:26]=3)[NH:20][C:12]=2[CH:11]=1. The yield is 0.320.